Predict the reactants needed to synthesize the given product. From a dataset of Full USPTO retrosynthesis dataset with 1.9M reactions from patents (1976-2016). (1) Given the product [ClH:43].[F:18][C:19]1[C:24]([F:25])=[CH:23][CH:22]=[CH:21][C:20]=1[CH:2]1[CH2:3][C:4]2([CH2:6][CH2:7][NH:8][CH2:9][CH2:10]2)[CH2:5]1, predict the reactants needed to synthesize it. The reactants are: O=[C:2]1[CH2:5][C:4]2([CH2:10][CH2:9][N:8](C(OC(C)(C)C)=O)[CH2:7][CH2:6]2)[CH2:3]1.[F:18][C:19]1[C:24]([F:25])=[CH:23][CH:22]=[CH:21][C:20]=1[Mg]Br.C([SiH](CC)CC)C.FC(F)(F)C(O)=O.C(Cl)[Cl:43]. (2) Given the product [C:26]([C:5]1[CH:4]=[C:3]([O:2][CH3:1])[C:8]([O:9][CH3:10])=[CH:7][C:6]=1[NH:11][C:12](=[O:25])/[CH:13]=[CH:14]/[C:15]1[CH:24]=[CH:23][C:22]2[C:17](=[CH:18][CH:19]=[CH:20][CH:21]=2)[CH:16]=1)([OH:28])=[O:27], predict the reactants needed to synthesize it. The reactants are: [CH3:1][O:2][C:3]1[C:8]([O:9][CH3:10])=[CH:7][C:6]([NH:11][C:12](=[O:25])/[CH:13]=[CH:14]/[C:15]2[CH:24]=[CH:23][C:22]3[C:17](=[CH:18][CH:19]=[CH:20][CH:21]=3)[CH:16]=2)=[C:5]([C:26]([O:28]C)=[O:27])[CH:4]=1.[OH-].[Na+].